From a dataset of Full USPTO retrosynthesis dataset with 1.9M reactions from patents (1976-2016). Predict the reactants needed to synthesize the given product. (1) Given the product [Cl:3][C:4]1[C:9]([Cl:10])=[C:8]([Cl:11])[N:7]=[C:6]([C:12]([Cl:24])=[O:14])[CH:5]=1, predict the reactants needed to synthesize it. The reactants are: [OH-].[Na+].[Cl:3][C:4]1[C:9]([Cl:10])=[C:8]([Cl:11])[N:7]=[C:6]([C:12]([OH:14])=O)[CH:5]=1.C1(C)C=CC=CC=1.S(Cl)([Cl:24])=O. (2) Given the product [CH2:1]([C:3]1[CH:10]=[CH:9][CH:8]=[CH:7][C:4]=1[CH2:5][CH2:14][N+:11]([O-:13])=[O:12])[CH3:2], predict the reactants needed to synthesize it. The reactants are: [CH2:1]([C:3]1[CH:10]=[CH:9][CH:8]=[CH:7][C:4]=1[CH:5]=O)[CH3:2].[N+:11]([CH3:14])([O-:13])=[O:12].C([O-])(=O)C.[NH4+].[BH4-].[Na+]. (3) Given the product [NH2:15][C@H:12]([C:6]1[N:5]([C:23]2[CH:24]=[CH:25][CH:26]=[CH:27][CH:28]=2)[C:4](=[O:29])[C:3]2[C:8](=[CH:9][CH:10]=[CH:11][C:2]=2[CH3:1])[N:7]=1)[CH2:13][CH3:14], predict the reactants needed to synthesize it. The reactants are: [CH3:1][C:2]1[CH:11]=[CH:10][CH:9]=[C:8]2[C:3]=1[C:4](=[O:29])[N:5]([C:23]1[CH:28]=[CH:27][CH:26]=[CH:25][CH:24]=1)[C:6]([C@@H:12]([NH:15]C(=O)OC(C)(C)C)[CH2:13][CH3:14])=[N:7]2.Cl. (4) Given the product [Cl:1][C:2]1[CH:3]=[C:4]([S:11]([CH3:12])=[O:14])[C:5]([F:10])=[C:6]([O:8][CH3:9])[CH:7]=1, predict the reactants needed to synthesize it. The reactants are: [Cl:1][C:2]1[CH:3]=[C:4]([S:11][CH3:12])[C:5]([F:10])=[C:6]([O:8][CH3:9])[CH:7]=1.C[OH:14]. (5) Given the product [Cl:8][C:7]1[C:6]([C:9]([F:12])([F:10])[F:11])=[CH:5][CH:4]=[C:3]([OH:13])[C:2]=1[NH:1][C:14](=[O:21])[C:15]1[CH:20]=[CH:19][N:18]=[CH:17][CH:16]=1, predict the reactants needed to synthesize it. The reactants are: [NH2:1][C:2]1[C:7]([Cl:8])=[C:6]([C:9]([F:12])([F:11])[F:10])[CH:5]=[CH:4][C:3]=1[OH:13].[C:14](O)(=[O:21])[C:15]1[CH:20]=[CH:19][N:18]=[CH:17][CH:16]=1.CCN=C=NCCCN(C)C.N1C=CC=CC=1. (6) Given the product [CH3:1][O:2][C:3](=[O:15])[C:4]1[C:5](=[C:10]([NH:16][C:17]2[CH:22]=[CH:21][CH:20]=[CH:19][CH:18]=2)[CH:11]=[CH:12][CH:13]=1)[C:6]([O:8][CH3:9])=[O:7], predict the reactants needed to synthesize it. The reactants are: [CH3:1][O:2][C:3](=[O:15])[C:4]1[C:5](=[C:10](I)[CH:11]=[CH:12][CH:13]=1)[C:6]([O:8][CH3:9])=[O:7].[NH2:16][C:17]1[CH:22]=[CH:21][CH:20]=[CH:19][CH:18]=1.C1C=CC(P(C2C(C3C(P(C4C=CC=CC=4)C4C=CC=CC=4)=CC=C4C=3C=CC=C4)=C3C(C=CC=C3)=CC=2)C2C=CC=CC=2)=CC=1.C(=O)([O-])[O-].[Cs+].[Cs+]. (7) The reactants are: [Br-:1].[F:2][C:3]1[CH:8]=[CH:7][C:6]([CH2:9][CH:10]2[CH2:15][CH2:14][N+:13]3([CH2:23][C:22]4[C:17](=[CH:18][CH:19]=[CH:20][C:21]=4[N+:24]([O-])=O)[CH2:16]3)[CH2:12][CH2:11]2)=[CH:5][CH:4]=1.[Cl-].[Ca+2].[Cl-]. Given the product [Br-:1].[NH2:24][C:21]1[CH:20]=[CH:19][CH:18]=[C:17]2[C:22]=1[CH2:23][N+:13]1([CH2:16]2)[CH2:12][CH2:11][CH:10]([CH2:9][C:6]2[CH:7]=[CH:8][C:3]([F:2])=[CH:4][CH:5]=2)[CH2:15][CH2:14]1, predict the reactants needed to synthesize it. (8) Given the product [CH:1]1([N:6]2[CH2:12][C:11]([F:13])([F:14])[C:10](=[O:15])[N:9]([CH3:16])[C:8]3[CH:17]=[N:18][C:19]([NH:21][C:55]4[CH:65]=[CH:64][C:58]5[O:59][CH2:60][C:61](=[O:63])[NH:62][C:57]=5[CH:56]=4)=[N:20][C:7]2=3)[CH2:5][CH2:4][CH2:3][CH2:2]1, predict the reactants needed to synthesize it. The reactants are: [CH:1]1([N:6]2[CH2:12][C:11]([F:14])([F:13])[C:10](=[O:15])[N:9]([CH3:16])[C:8]3[CH:17]=[N:18][C:19]([NH:21]C4C=CC(C(O)=O)=CC=4OC)=[N:20][C:7]2=3)[CH2:5][CH2:4][CH2:3][CH2:2]1.ClC1N=CC2N(C)C(=O)C(F)(F)CN(C3CCCC3)C=2N=1.N[C:55]1[CH:65]=[CH:64][C:58]2[O:59][CH2:60][C:61](=[O:63])[NH:62][C:57]=2[CH:56]=1. (9) Given the product [CH3:19][C:3]1[C:2]([S:26][CH3:25])=[C:11]([C:12]([F:18])([F:17])[C:13]([F:16])([F:15])[F:14])[CH:10]=[CH:9][C:4]=1[C:5]([O:7][CH3:8])=[O:6], predict the reactants needed to synthesize it. The reactants are: F[C:2]1[C:3]([CH3:19])=[C:4]([CH:9]=[CH:10][C:11]=1[C:12]([F:18])([F:17])[C:13]([F:16])([F:15])[F:14])[C:5]([O:7][CH3:8])=[O:6].CN(C=O)C.[CH3:25][S-:26].[Na+].